Dataset: CYP1A2 inhibition data for predicting drug metabolism from PubChem BioAssay. Task: Regression/Classification. Given a drug SMILES string, predict its absorption, distribution, metabolism, or excretion properties. Task type varies by dataset: regression for continuous measurements (e.g., permeability, clearance, half-life) or binary classification for categorical outcomes (e.g., BBB penetration, CYP inhibition). Dataset: cyp1a2_veith. (1) The drug is CC(C)(C)NC(=O)CN(Cc1cccs1)C(=O)C1COc2ccccc2O1. The result is 0 (non-inhibitor). (2) The molecule is CCOC(=O)Nc1ccc2c(c1)N(C(=O)CCN1CCN(C)CC1)c1ccccc1S2.Cl. The result is 0 (non-inhibitor). (3) The compound is OC[C@@H](O)CNc1ncnc2ccccc12. The result is 0 (non-inhibitor). (4) The compound is CC(C)(CC(=O)Nc1ccccc1)C(=O)O. The result is 0 (non-inhibitor).